From a dataset of Full USPTO retrosynthesis dataset with 1.9M reactions from patents (1976-2016). Predict the reactants needed to synthesize the given product. (1) Given the product [C:19]1([C:13]2[O:14][C:15]([CH2:16][CH2:17][CH3:18])=[C:11]([CH2:10][CH2:9][OH:8])[N:12]=2)[CH:20]=[CH:21][CH:22]=[CH:23][CH:24]=1, predict the reactants needed to synthesize it. The reactants are: C([O:8][CH2:9][CH2:10][C:11]1[N:12]=[C:13]([C:19]2[CH:24]=[CH:23][CH:22]=[CH:21][CH:20]=2)[O:14][C:15]=1[CH2:16][CH2:17][CH3:18])C1C=CC=CC=1. (2) Given the product [OH:17][CH2:16][CH2:15][N:11]1[C:12]2[C:13]3[N:39]=[C:37]([NH:36][C:34]4[CH:35]=[C:30]([N:27]5[CH2:28][CH2:29][N:24]([CH3:23])[CH2:25][CH2:26]5)[CH:31]=[CH:32][C:33]=4[O:40][C:41]([F:44])([F:42])[F:43])[N:38]=[CH:4][C:5]=3[CH2:6][CH2:7][C:8]=2[C:9]([C:18]([O:20][CH2:21][CH3:22])=[O:19])=[N:10]1, predict the reactants needed to synthesize it. The reactants are: CN([CH:4]=[C:5]1[C:13](=O)[C:12]2[N:11]([CH2:15][CH2:16][OH:17])[N:10]=[C:9]([C:18]([O:20][CH2:21][CH3:22])=[O:19])[C:8]=2[CH2:7][CH2:6]1)C.[CH3:23][N:24]1[CH2:29][CH2:28][N:27]([C:30]2[CH:31]=[CH:32][C:33]([O:40][C:41]([F:44])([F:43])[F:42])=[C:34]([NH:36][C:37]([NH2:39])=[NH:38])[CH:35]=2)[CH2:26][CH2:25]1.O. (3) Given the product [F:1][C:2]([F:27])([F:26])[S:3]([O:6][C:7]1[C:8]([C:19]2[CH:24]=[CH:23][C:22]([Cl:25])=[CH:21][CH:20]=2)=[C:9]2[C:14](=[CH:15][C:16]=1[CH3:29])[N:13]=[C:12]([CH3:18])[CH:11]=[CH:10]2)(=[O:5])=[O:4], predict the reactants needed to synthesize it. The reactants are: [F:1][C:2]([F:27])([F:26])[S:3]([O:6][C:7]1[C:8]([C:19]2[CH:24]=[CH:23][C:22]([Cl:25])=[CH:21][CH:20]=2)=[C:9]2[C:14](=[CH:15][C:16]=1Cl)[N:13]=[C:12]([CH3:18])[CH:11]=[CH:10]2)(=[O:5])=[O:4].Cl[C:29]1C=CC(C2C(O)=C(C)C=C3C=2C=CC(C)=N3)=CC=1.